Dataset: Forward reaction prediction with 1.9M reactions from USPTO patents (1976-2016). Task: Predict the product of the given reaction. (1) Given the reactants [Cl:1][C:2]1[C:11]2[C:6](=[CH:7][CH:8]=[CH:9][C:10]=2[O:12][CH:13]2[CH2:18][CH2:17][N:16]([CH3:19])[CH2:15][CH2:14]2)[N:5]=[CH:4][N:3]=1.[CH3:20][C:21]1[CH:22]=[C:23]([CH:25]=[CH:26][C:27]=1[NH:28][CH2:29][C:30]1[CH:35]=[CH:34][CH:33]=[CH:32][N:31]=1)[NH2:24], predict the reaction product. The product is: [ClH:1].[CH3:19][N:16]1[CH2:17][CH2:18][CH:13]([O:12][C:10]2[CH:9]=[CH:8][CH:7]=[C:6]3[C:11]=2[C:2]([NH:24][C:23]2[CH:25]=[CH:26][C:27]([NH:28][CH2:29][C:30]4[CH:35]=[CH:34][CH:33]=[CH:32][N:31]=4)=[C:21]([CH3:20])[CH:22]=2)=[N:3][CH:4]=[N:5]3)[CH2:14][CH2:15]1. (2) Given the reactants [NH2:1][C:2]1[C:6]([Br:7])=[C:5]([C:8]2[CH:13]=[CH:12][CH:11]=[CH:10][CH:9]=2)[S:4][C:3]=1[C:14]([O:16]C)=O.[Cl:18][CH2:19][C:20]#[N:21], predict the reaction product. The product is: [Br:7][C:6]1[C:2]2[N:1]=[C:20]([CH2:19][Cl:18])[NH:21][C:14](=[O:16])[C:3]=2[S:4][C:5]=1[C:8]1[CH:9]=[CH:10][CH:11]=[CH:12][CH:13]=1.